Dataset: M1 muscarinic receptor antagonist screen with 61,756 compounds. Task: Binary Classification. Given a drug SMILES string, predict its activity (active/inactive) in a high-throughput screening assay against a specified biological target. (1) The result is 0 (inactive). The molecule is s1c(c(c(C(=O)N2CCOCC2)c1N)C)c1ccccc1. (2) The drug is O=C(N(Cc1ccccc1)C)C1CCCN(C1)Cc1c(OC)cccc1. The result is 1 (active). (3) The compound is Clc1ccc(S(=O)(=O)c2c(n(CCN3CCOCC3)c3nc4n(c(=O)c3c2)cccc4)=N)cc1. The result is 0 (inactive). (4) The drug is S(=O)(=O)(N1CCN(CC1)c1c(ccc(c1)C)C)c1cc(S(=O)(=O)N2CCCC2)ccc1. The result is 0 (inactive). (5) The molecule is s1c(C(=O)n2nc(c(c2C)C(=O)C)C)ccc1. The result is 0 (inactive). (6) The molecule is O(c1cc(CCn2nnnc2C(N2CCN(CC2)C)c2ccc(cc2)C)ccc1OC)C. The result is 0 (inactive). (7) The drug is OC(c1ccccc1)(C#CCN(CC)CC)C=C. The result is 0 (inactive).